From a dataset of Full USPTO retrosynthesis dataset with 1.9M reactions from patents (1976-2016). Predict the reactants needed to synthesize the given product. Given the product [C:57]([O:56][C:55]([NH:54][CH:52]([CH3:53])[CH2:51][N:37]1[C:38]([C:45]([O:47][CH2:48][CH3:49])=[O:46])=[C:39]([C:40]([O:42][CH2:43][CH3:44])=[O:41])[C:35]([I:34])=[N:36]1)=[O:61])([CH3:60])([CH3:59])[CH3:58], predict the reactants needed to synthesize it. The reactants are: C1C=CC(P(C2C=CC=CC=2)C2C=CC=CC=2)=CC=1.CC(OC(/N=N/C(OC(C)C)=O)=O)C.[I:34][C:35]1[C:39]([C:40]([O:42][CH2:43][CH3:44])=[O:41])=[C:38]([C:45]([O:47][CH2:48][CH3:49])=[O:46])[NH:37][N:36]=1.O[CH2:51][CH:52]([NH:54][C:55](=[O:61])[O:56][C:57]([CH3:60])([CH3:59])[CH3:58])[CH3:53].